This data is from Peptide-MHC class I binding affinity with 185,985 pairs from IEDB/IMGT. The task is: Regression. Given a peptide amino acid sequence and an MHC pseudo amino acid sequence, predict their binding affinity value. This is MHC class I binding data. (1) The peptide sequence is SSSFSFGGF. The MHC is SLA-10401 with pseudo-sequence SLA-10401. The binding affinity (normalized) is 0.451. (2) The binding affinity (normalized) is 0. The peptide sequence is ITVLDIGDAYF. The MHC is Mamu-B17 with pseudo-sequence Mamu-B17.